Task: Predict the product of the given reaction.. Dataset: Forward reaction prediction with 1.9M reactions from USPTO patents (1976-2016) (1) Given the reactants CO[C:3]([C@H:5]1[N:9]2[C:10](=[O:29])[CH:11]=[C:12]([CH2:22][CH2:23][CH2:24][CH2:25][CH2:26][CH2:27][CH3:28])[C:13]([C:14]3[CH:19]=[CH:18][C:17]([F:20])=[C:16]([F:21])[CH:15]=3)=[C:8]2[S:7][CH2:6]1)=[O:4].C1(N=C=NC2CCCCC2)CCCCC1.ON1C2C=CC=CC=2N=N1.[NH2:55][CH2:56][CH2:57][C:58]#[N:59], predict the reaction product. The product is: [C:56]([CH2:57][CH2:58][NH:59][C:3]([C@H:5]1[N:9]2[C:10](=[O:29])[CH:11]=[C:12]([CH2:22][CH2:23][CH2:24][CH2:25][CH2:26][CH2:27][CH3:28])[C:13]([C:14]3[CH:19]=[CH:18][C:17]([F:20])=[C:16]([F:21])[CH:15]=3)=[C:8]2[S:7][CH2:6]1)=[O:4])#[N:55]. (2) Given the reactants [CH3:1][Si](C=[N+]=[N-])(C)C.[NH2:8][C:9]1[CH:10]=[C:11]([CH:15]=[CH:16][C:17]=1[N+:18]([O-:20])=[O:19])[C:12]([OH:14])=[O:13], predict the reaction product. The product is: [NH2:8][C:9]1[CH:10]=[C:11]([CH:15]=[CH:16][C:17]=1[N+:18]([O-:20])=[O:19])[C:12]([O:14][CH3:1])=[O:13]. (3) Given the reactants [N:1]([CH2:4][CH2:5][S:6][C:7]1[N:8]=[CH:9][N:10]2[CH:14]=[CH:13][S:12][C:11]=12)=[N+]=[N-].C1C[O:18][CH2:17]C1.Cl.[H][H], predict the reaction product. The product is: [CH:17]([NH:1][CH2:4][CH2:5][S:6][C:7]1[N:8]=[CH:9][N:10]2[CH:14]=[CH:13][S:12][C:11]=12)=[O:18]. (4) Given the reactants CCN(C(C)C)C(C)C.[C:10]1([C:16]2[NH:20][N:19]=[C:18]([C:21]([NH:23][CH2:24][C:25]([OH:27])=O)=[O:22])[CH:17]=2)[CH:15]=[CH:14][CH:13]=[CH:12][CH:11]=1.C1C=CC2N(O)N=NC=2C=1.CCN=C=NCCCN(C)C.Cl.Cl.Cl.[CH3:52][C:53]1[CH:60]=[CH:59][C:56]([C:57]#[N:58])=[CH:55][C:54]=1[NH:61][CH:62]1[CH2:67][CH2:66][NH:65][CH2:64][CH2:63]1.Cl.Cl.N1CCC(NC2C=CC=CC=2C(F)(F)F)CC1, predict the reaction product. The product is: [C:57]([C:56]1[CH:59]=[CH:60][C:53]([CH3:52])=[C:54]([NH:61][CH:62]2[CH2:67][CH2:66][N:65]([C:25](=[O:27])[CH2:24][NH:23][C:21]([C:18]3[CH:17]=[C:16]([C:10]4[CH:11]=[CH:12][CH:13]=[CH:14][CH:15]=4)[NH:20][N:19]=3)=[O:22])[CH2:64][CH2:63]2)[CH:55]=1)#[N:58].